Dataset: Experimentally validated miRNA-target interactions with 360,000+ pairs, plus equal number of negative samples. Task: Binary Classification. Given a miRNA mature sequence and a target amino acid sequence, predict their likelihood of interaction. (1) The miRNA is hsa-miR-95-3p with sequence UUCAACGGGUAUUUAUUGAGCA. The protein sequence of the target gene is MENSLGCVWVPKLAFVLFGASLLSAHLQVTGFQIKPFTSLHFVSEPSDAVTMRGGNVLLNCSAESDRGVPVIKWKKDGLILALGMDDRKQQLPNGSLLIQNILHSRHHKPDEGLYQCEASLADSGSIISRTAKVTVAGPLRFLSQTESITAFMGDTVLLKCEVIGEPMPTIHWQKNQQDLNPLPGDSRVVVLPSGALQISRLQPGDSGVYRCSARNPASIRTGNEAEVRILSDPGLHRQLYFLQRPSNVIAIEGKDAVLECCVSGYPPPSFTWLRGEEVIQLRSKKYSLLGGSNLLISNV.... Result: 0 (no interaction). (2) The miRNA is hsa-miR-4747-5p with sequence AGGGAAGGAGGCUUGGUCUUAG. The protein sequence of the target gene is MGDDQEDDFPRRLSESMEDLSLDLGALQGSEYLQDLGLGAPSHSQPGETPDSRPTGEEPGRDSLFSSLAGSQDLSRRRSWERSRSCSESWRRLSLDASAVDEEPCLPRTLASLALNLPGGGLKTWTQGCLSGGGTPAESPGKECDSPKKRGRSRSVPVSFYEIRSPEISPGLEVPTPPVQGLEPPVLECMEKDHVEPDHVLIVQQVLQELRQYHGARQRACMSASPGGAHSNLTWFEFLSESEDGAGKNEKSDKSTSVKRRLSCLRSRVTRQKEKGKSPAHLKDKGQDARERRECVNGHQ.... Result: 1 (interaction). (3) The miRNA is hsa-miR-3176 with sequence ACUGGCCUGGGACUACCGG. The protein sequence of the target gene is MEEYAREPCPWRIVDDCGGAFTMGVIGGGVFQAIKGFRNAPVGIRHRLRGSANAVRIRAPQIGGSFAVWGGLFSTIDCGLVRLRGKEDPWNSITSGALTGAVLAARSGPLAMVGSAMMGGILLALIEGVGILLTRYTAQQFRNAPPFLEDPSQLPPKDGTPAPGYPSYQQYH. Result: 1 (interaction). (4) The miRNA is mmu-miR-340-5p with sequence UUAUAAAGCAAUGAGACUGAUU. The protein sequence of the target gene is MDEGGGGEGGSVPEDLSLEEREELLDIRRRKKELIDDIERLKYEIAEVMTEIDNLTSVEESKTTQRNKQIAMGRKKFNMDPKKGIQFLIENDLLQSSPEDVAQFLYKGEGLNKTVIGDYLGERDDFNIKVLQAFVELHEFADLNLVQALRQFLWSFRLPGEAQKIDRMMEAFASRYCLCNPGVFQSTDTCYVLSFAIIMLNTSLHNHNVRDKPTAERFITMNRGINEGGDLPEELLRNLYESIKNEPFKIPEDDGNDLTHTFFNPDREGWLLKLGGRVKTWKRRWFILTDNCLYYFEYTT.... Result: 1 (interaction). (5) The miRNA is hsa-miR-6742-5p with sequence AGUGGGGUGGGACCCAGCUGUU. The protein sequence of the target gene is MEIGSAGPIGAQPLFIVPRRPGYGTMGKPIKLLANCFQVEIPKIDVYLYEVDIKPDKCPRRVNREVVDSMVQHFKVTIFGDRRPVYDGKRSLYTANPLPVATTGVDLDVTLPGEGGKDRPFKVSVKFVSRVSWHLLHEALAGGTLPEPLELDKPVSTNPVHAVDVVLRHLPSMKYTPVGRSFFSAPEGYDHPLGGGREVWFGFHQSVRPAMWKMMLNIDVSATAFYKAQPVIQFMCEVLDIHNIDEQPRPLTDSHRVKFTKEIKGLKVEVTHCGTMRRKYRVCNVTRRPASHQTFPLQLE.... Result: 0 (no interaction). (6) Result: 0 (no interaction). The protein sequence of the target gene is MASRERLFELWMLYCTKKDPDYLKLWLDTFVSSYEQFLDVDFEKLPTRVDDMPPGISLLPDNILQVLRIQLLQCVQKMADGLEEQQQALSILLVKFFIILCRNLSNVEEIGTCSYINYVITMTTLYIQQLKSKKKEKEMADQTCIEEFVIHALAFCESLYDPYRNWRHRISGRILSTVEKSRQKYKPASLTVEFVPFFYQCFQESEHLKESLKCCLLHLFGAIVAGGQRNALQAISPATMEVLMRVLADCDSWEDGDPEEVGRKAELTLKCLTEVVHILLSSNSDQRQVETSTILENYFK.... The miRNA is hsa-miR-6515-5p with sequence UUGGAGGGUGUGGAAGACAUC.